This data is from Reaction yield outcomes from USPTO patents with 853,638 reactions. The task is: Predict the reaction yield, written as a fraction of the theoretical maximum amount of product (1.0 means a 100% yield; for example, 0.34 means a 34% yield). (1) The reactants are CC1(C)C(C)(C)OB([C:9]2[CH:10]=[CH:11][C:12]([CH2:15][OH:16])=[N:13][CH:14]=2)O1.Cl[C:19]1[N:20]=[C:21]2[C:26](=[CH:27][CH:28]=1)[N:25]=[CH:24][C:23]1[CH:29]=[CH:30][C:31](=[O:43])[N:32]([C:33]3[CH:38]=[CH:37][CH:36]=[C:35]([C:39]([F:42])([F:41])[F:40])[CH:34]=3)[C:22]2=1.C(=O)([O-])[O-].[Na+].[Na+]. The catalyst is C1(P(C2C=CC=CC=2)C2C=CC=CC=2)C=CC=CC=1.C1(P(C2C=CC=CC=2)C2C=CC=CC=2)C=CC=CC=1.C1(P(C2C=CC=CC=2)C2C=CC=CC=2)C=CC=CC=1.C1(P(C2C=CC=CC=2)C2C=CC=CC=2)C=CC=CC=1.[Pd]. The product is [OH:16][CH2:15][C:12]1[N:13]=[CH:14][C:9]([C:19]2[N:20]=[C:21]3[C:26](=[CH:27][CH:28]=2)[N:25]=[CH:24][C:23]2[CH:29]=[CH:30][C:31](=[O:43])[N:32]([C:33]4[CH:38]=[CH:37][CH:36]=[C:35]([C:39]([F:41])([F:40])[F:42])[CH:34]=4)[C:22]3=2)=[CH:10][CH:11]=1. The yield is 0.500. (2) The reactants are [I:1][C:2]1[CH:3]=[N:4][N:5]([CH:7]2[CH2:10][CH:9]([OH:11])[CH2:8]2)[CH:6]=1.N1C=CN=C1.[Si:17](Cl)([C:20]([CH3:23])([CH3:22])[CH3:21])([CH3:19])[CH3:18]. The catalyst is CN(C)C1C=CN=CC=1.C(Cl)Cl. The product is [C:20]([Si:17]([CH3:19])([CH3:18])[O:11][CH:9]1[CH2:8][CH:7]([N:5]2[CH:6]=[C:2]([I:1])[CH:3]=[N:4]2)[CH2:10]1)([CH3:23])([CH3:22])[CH3:21]. The yield is 0.550. (3) The yield is 0.480. The product is [CH3:1][N:2]([CH3:7])[CH2:3][C:4]([NH:6][C:9]1[CH:14]=[C:13]([O:15][C:16]2[C:21]([F:22])=[CH:20][C:19]([NH:23][C:24]([C:26]3([C:29]([NH:31][C:32]4[CH:33]=[CH:34][C:35]([F:38])=[CH:36][CH:37]=4)=[O:30])[CH2:28][CH2:27]3)=[O:25])=[C:18]([F:39])[CH:17]=2)[CH:12]=[CH:11][N:10]=1)=[O:5]. The reactants are [CH3:1][N:2]([CH3:7])[CH2:3][C:4]([NH2:6])=[O:5].Cl[C:9]1[CH:14]=[C:13]([O:15][C:16]2[C:21]([F:22])=[CH:20][C:19]([NH:23][C:24]([C:26]3([C:29]([NH:31][C:32]4[CH:37]=[CH:36][C:35]([F:38])=[CH:34][CH:33]=4)=[O:30])[CH2:28][CH2:27]3)=[O:25])=[C:18]([F:39])[CH:17]=2)[CH:12]=[CH:11][N:10]=1.C(=O)([O-])[O-].[Cs+].[Cs+].CC1(C)C2C(=C(P(C3C=CC=CC=3)C3C=CC=CC=3)C=CC=2)OC2C(P(C3C=CC=CC=3)C3C=CC=CC=3)=CC=CC1=2. The catalyst is O1CCOCC1.C([O-])(=O)C.[Pd+2].C([O-])(=O)C. (4) The yield is 0.746. The reactants are Cl.[CH3:2][O:3][NH2:4].[OH:5][C:6]1[CH:11]=[CH:10][CH:9]=[CH:8][C:7]=1[C:12](=O)[CH2:13][N+:14]([O-:16])=[O:15]. The product is [CH3:2][O:3][N:4]=[C:12]([C:7]1[CH:8]=[CH:9][CH:10]=[CH:11][C:6]=1[OH:5])[CH2:13][N+:14]([O-:16])=[O:15]. The catalyst is CO. (5) The reactants are [CH3:1][NH:2][CH2:3][CH2:4][CH2:5][NH2:6].[S:7](N)(N)(=[O:9])=[O:8]. The catalyst is N1C=CC=CC=1. The product is [CH3:1][N:2]1[CH2:3][CH2:4][CH2:5][NH:6][S:7]1(=[O:9])=[O:8]. The yield is 0.530. (6) The reactants are [CH2:1]([O:3][P:4]([CH2:9][CH2:10][NH:11][CH2:12][C:13]([CH3:36])=[CH:14][CH2:15][C:16]1[C:17]([O:29][CH2:30][CH2:31][Si:32]([CH3:35])([CH3:34])[CH3:33])=[C:18]2[C:22](=[C:23]([CH3:27])[C:24]=1[O:25][CH3:26])[CH2:21][O:20][C:19]2=[O:28])(=[O:8])[O:5][CH2:6][CH3:7])[CH3:2].[C:37](OC(=O)C)(=[O:39])[CH3:38]. The catalyst is C(O)(=O)C. The product is [CH2:1]([O:3][P:4]([CH2:9][CH2:10][N:11]([C:37](=[O:39])[CH3:38])[CH2:12][C:13]([CH3:36])=[CH:14][CH2:15][C:16]1[C:17]([O:29][CH2:30][CH2:31][Si:32]([CH3:33])([CH3:34])[CH3:35])=[C:18]2[C:22](=[C:23]([CH3:27])[C:24]=1[O:25][CH3:26])[CH2:21][O:20][C:19]2=[O:28])(=[O:8])[O:5][CH2:6][CH3:7])[CH3:2]. The yield is 0.810.